From a dataset of CYP1A2 inhibition data for predicting drug metabolism from PubChem BioAssay. Regression/Classification. Given a drug SMILES string, predict its absorption, distribution, metabolism, or excretion properties. Task type varies by dataset: regression for continuous measurements (e.g., permeability, clearance, half-life) or binary classification for categorical outcomes (e.g., BBB penetration, CYP inhibition). Dataset: cyp1a2_veith. (1) The drug is COc1ccc(NC(=O)C2CCN(C(=O)c3cccs3)CC2)c(OC)c1. The result is 0 (non-inhibitor). (2) The molecule is CCN(CC)Cc1nc2c(c(=O)[nH]1)C1(CCCC1)Cc1ccccc1-2. The result is 1 (inhibitor). (3) The molecule is O=C(COc1ccc2ccccc2c1)Nc1ccc(Cc2ccncc2)cc1. The result is 1 (inhibitor).